This data is from Reaction yield outcomes from USPTO patents with 853,638 reactions. The task is: Predict the reaction yield, written as a fraction of the theoretical maximum amount of product (1.0 means a 100% yield; for example, 0.34 means a 34% yield). (1) The reactants are [Cl:1][C:2]1[C:3]([O:12][C:13]2[CH:18]=[C:17]([OH:19])[CH:16]=[CH:15][C:14]=2/[CH:20]=[C:21](\[CH3:27])/[C:22]([O:24][CH2:25][CH3:26])=[O:23])=[N:4][CH:5]=[C:6]([C:8]([F:11])([F:10])[F:9])[CH:7]=1.CN(C)C=O.C(=O)([O-])[O-].[K+].[K+].[CH:39](I)([CH3:41])[CH3:40]. The catalyst is O. The product is [Cl:1][C:2]1[C:3]([O:12][C:13]2[CH:18]=[C:17]([O:19][CH:39]([CH3:41])[CH3:40])[CH:16]=[CH:15][C:14]=2/[CH:20]=[C:21](\[CH3:27])/[C:22]([O:24][CH2:25][CH3:26])=[O:23])=[N:4][CH:5]=[C:6]([C:8]([F:9])([F:11])[F:10])[CH:7]=1. The yield is 0.680. (2) The catalyst is [Pd].C1(P(C2C=CC=CC=2)C2C=CC=CC=2)C=CC=CC=1.C1(P(C2C=CC=CC=2)C2C=CC=CC=2)C=CC=CC=1.C1(P(C2C=CC=CC=2)C2C=CC=CC=2)C=CC=CC=1.C1(P(C2C=CC=CC=2)C2C=CC=CC=2)C=CC=CC=1.O1CCOCC1. The yield is 0.390. The product is [CH3:23][NH:22][C:21]1[CH:24]=[CH:25][C:18]([C:5]2[CH:6]=[CH:7][C:2]([NH2:1])=[N:3][CH:4]=2)=[CH:19][CH:20]=1. The reactants are [NH2:1][C:2]1[CH:7]=[CH:6][C:5](B2OC(C)(C)C(C)(C)O2)=[CH:4][N:3]=1.Br[C:18]1[CH:25]=[CH:24][C:21]([NH:22][CH3:23])=[CH:20][CH:19]=1.C(=O)([O-])[O-].[Na+].[Na+]. (3) The reactants are [NH2:1][C:2]1[CH:7]=[CH:6][C:5]([O:8][CH3:9])=[CH:4][N:3]=1.Br[CH:11]([CH2:14][C:15]([CH3:20])([N+:17]([O-:19])=[O:18])[CH3:16])[CH:12]=O. The catalyst is ClCCl. The product is [CH3:16][C:15]([N+:17]([O-:19])=[O:18])([CH3:20])[CH2:14][C:11]1[N:3]2[CH:4]=[C:5]([O:8][CH3:9])[CH:6]=[CH:7][C:2]2=[N:1][CH:12]=1. The yield is 0.420.